Dataset: Full USPTO retrosynthesis dataset with 1.9M reactions from patents (1976-2016). Task: Predict the reactants needed to synthesize the given product. (1) Given the product [OH:39][CH2:38][CH:37]1[CH2:40][CH2:41][CH2:42][N:36]1[C:14]1[N:15]=[N:45][C:17]([C:31]([O:33][CH2:34][CH3:35])=[O:32])=[C:18]([NH:20][CH2:21][C:22]2[CH:27]=[CH:26][C:25]([O:28][CH3:29])=[C:24]([Cl:30])[CH:23]=2)[N:19]=1, predict the reactants needed to synthesize it. The reactants are: ClC1C=CC=C(C(OO)=O)C=1.CS[C:14]1[N:19]=[C:18]([NH:20][CH2:21][C:22]2[CH:27]=[CH:26][C:25]([O:28][CH3:29])=[C:24]([Cl:30])[CH:23]=2)[C:17]([C:31]([O:33][CH2:34][CH3:35])=[O:32])=C[N:15]=1.[NH:36]1[CH2:42][CH2:41][CH2:40][C@H:37]1[CH2:38][OH:39].C([N:45](CC)CC)C. (2) The reactants are: [Br:1][C:2]1[N:3]=[C:4]([CH:12]2[CH2:17][CH2:16][N:15](C(OCC3C=CC=CC=3)=O)[CH2:14][CH2:13]2)[N:5]2[CH:10]=[CH:9][N:8]=[C:7]([CH3:11])[C:6]=12.Cl. Given the product [Br:1][C:2]1[N:3]=[C:4]([CH:12]2[CH2:17][CH2:16][NH:15][CH2:14][CH2:13]2)[N:5]2[CH:10]=[CH:9][N:8]=[C:7]([CH3:11])[C:6]=12, predict the reactants needed to synthesize it. (3) Given the product [Cl:28][C:25]1[CH:26]=[CH:27][C:22]2[N:23]([C:19]([CH2:18][NH:17][C:13]3[N:14]=[C:15]([O:7][C@@H:4]4[CH2:5][CH2:6][N:2]([CH3:1])[CH2:3]4)[CH:16]=[CH:11][N:12]=3)=[C:20]([C:29]3[CH:30]=[CH:31][C:32]([F:35])=[CH:33][CH:34]=3)[N:21]=2)[CH:24]=1, predict the reactants needed to synthesize it. The reactants are: [CH3:1][N:2]1[CH2:6][CH2:5][C@@H:4]([OH:7])[CH2:3]1.[H-].[Na+].Cl[C:11]1[CH:16]=[CH:15][N:14]=[C:13]([NH:17][CH2:18][C:19]2[N:23]3[CH:24]=[C:25]([Cl:28])[CH:26]=[CH:27][C:22]3=[N:21][C:20]=2[C:29]2[CH:34]=[CH:33][C:32]([F:35])=[CH:31][CH:30]=2)[N:12]=1. (4) Given the product [OH:1][CH2:2][CH2:3][O:4][C:5]([N:7]1[C:16]2[C:11](=[N:12][C:13]([O:17][CH3:18])=[CH:14][CH:15]=2)[C@@H:10]([NH:19][C:20]2[N:25]=[C:24]([CH2:26][C:27]3[CH:32]=[C:31]([C:33]([F:35])([F:36])[F:34])[CH:30]=[C:29]([C:37]([F:39])([F:38])[F:40])[CH:28]=3)[C:23]([CH2:41][CH2:42][C:43]([OH:45])=[O:44])=[CH:22][N:21]=2)[CH2:9][C@H:8]1[CH2:47][CH3:48])=[O:6], predict the reactants needed to synthesize it. The reactants are: [OH:1][CH2:2][CH2:3][O:4][C:5]([N:7]1[C:16]2[C:11](=[N:12][C:13]([O:17][CH3:18])=[CH:14][CH:15]=2)[C@@H:10]([NH:19][C:20]2[N:25]=[C:24]([CH2:26][C:27]3[CH:32]=[C:31]([C:33]([F:36])([F:35])[F:34])[CH:30]=[C:29]([C:37]([F:40])([F:39])[F:38])[CH:28]=3)[C:23]([CH2:41][CH2:42][C:43]([O:45]C)=[O:44])=[CH:22][N:21]=2)[CH2:9][C@H:8]1[CH2:47][CH3:48])=[O:6].[OH-].[Na+].C(O)(=O)CC(CC(O)=O)(C(O)=O)O. (5) Given the product [CH3:12][C:11]([CH3:14])([CH3:13])[C:10]([NH:9][C:7]1[CH:6]=[CH:5][CH:4]=[C:3]([CH2:2][N:17]([CH3:16])[CH2:18][CH2:19][CH3:20])[N:8]=1)=[O:15], predict the reactants needed to synthesize it. The reactants are: Cl[CH2:2][C:3]1[N:8]=[C:7]([NH:9][C:10](=[O:15])[C:11]([CH3:14])([CH3:13])[CH3:12])[CH:6]=[CH:5][CH:4]=1.[CH3:16][NH:17][CH2:18][CH2:19][CH3:20].[I-].[K+].